This data is from Forward reaction prediction with 1.9M reactions from USPTO patents (1976-2016). The task is: Predict the product of the given reaction. (1) The product is: [CH3:1][O:2][C:3]1[CH:4]=[C:5]2[C:10](=[CH:11][C:12]=1[O:13][CH3:14])[N:9]=[CH:8][CH:7]=[C:6]2[O:15][C:16]1[CH:22]=[CH:21][C:19]([NH:20][C:40](=[O:42])[O:61][CH:57]([C:51]2[CH:56]=[CH:55][CH:54]=[CH:53][CH:52]=2)[CH2:58][CH2:59][CH3:60])=[C:18]([CH3:23])[C:17]=1[CH3:24]. Given the reactants [CH3:1][O:2][C:3]1[CH:4]=[C:5]2[C:10](=[CH:11][C:12]=1[O:13][CH3:14])[N:9]=[CH:8][CH:7]=[C:6]2[O:15][C:16]1[CH:22]=[CH:21][C:19]([NH2:20])=[C:18]([CH3:23])[C:17]=1[CH3:24].C1(C)C=CC=CC=1.C(N(CC)CC)C.Cl[C:40](Cl)([O:42]C(=O)OC(Cl)(Cl)Cl)Cl.[C:51]1([CH:57]([OH:61])[CH2:58][CH2:59][CH3:60])[CH:56]=[CH:55][CH:54]=[CH:53][CH:52]=1, predict the reaction product. (2) Given the reactants [CH3:1][C:2]1[CH:8]=[CH:7][C:5]([NH2:6])=[CH:4][C:3]=1[B:9]1[O:13][C:12]([CH3:15])([CH3:14])[C:11]([CH3:17])([CH3:16])[O:10]1.[F:18][C:19]([F:30])([F:29])[C:20]1[CH:21]=[C:22]([CH:26]=[CH:27][CH:28]=1)[C:23](Cl)=[O:24], predict the reaction product. The product is: [CH3:1][C:2]1[CH:8]=[CH:7][C:5]([NH:6][C:23](=[O:24])[C:22]2[CH:26]=[CH:27][CH:28]=[C:20]([C:19]([F:18])([F:29])[F:30])[CH:21]=2)=[CH:4][C:3]=1[B:9]1[O:10][C:11]([CH3:17])([CH3:16])[C:12]([CH3:15])([CH3:14])[O:13]1. (3) The product is: [C:1]([O:28][C:19]([CH3:18])([CH3:27])[CH2:20][C:21]1[CH:26]=[CH:25][CH:24]=[CH:23][CH:22]=1)(=[O:8])[C:2]1[CH:7]=[CH:6][CH:5]=[CH:4][CH:3]=1. Given the reactants [C:1](O[C:1](=[O:8])[C:2]1[CH:7]=[CH:6][CH:5]=[CH:4][CH:3]=1)(=[O:8])[C:2]1[CH:7]=[CH:6][CH:5]=[CH:4][CH:3]=1.[CH3:18][C:19]([OH:28])([CH3:27])[CH2:20][C:21]1[CH:26]=[CH:25][CH:24]=[CH:23][CH:22]=1.C(N(CC)CC)C.[OH-].[Na+], predict the reaction product.